This data is from Peptide-MHC class II binding affinity with 134,281 pairs from IEDB. The task is: Regression. Given a peptide amino acid sequence and an MHC pseudo amino acid sequence, predict their binding affinity value. This is MHC class II binding data. (1) The peptide sequence is EKKYFAATQFEPLLA. The MHC is DRB1_1001 with pseudo-sequence DRB1_1001. The binding affinity (normalized) is 0.664. (2) The peptide sequence is DEFFECFKYLLIQGH. The MHC is DRB1_0401 with pseudo-sequence DRB1_0401. The binding affinity (normalized) is 0.405.